Dataset: Catalyst prediction with 721,799 reactions and 888 catalyst types from USPTO. Task: Predict which catalyst facilitates the given reaction. (1) Reactant: [Cl:1][C:2]1[CH:11]=[CH:10][C:5]2[N:6]=[C:7]([NH2:9])[S:8][C:4]=2[CH:3]=1.[CH3:12][O:13][C:14](=[O:34])[C:15]1[CH:20]=[CH:19][C:18]([NH:21][CH2:22][CH2:23][N:24]([C:26]([O:28][C:29]([CH3:32])([CH3:31])[CH3:30])=[O:27])[CH3:25])=[C:17]([NH2:33])[CH:16]=1.[CH2:35](Cl)CCl. The catalyst class is: 3. Product: [CH3:12][O:13][C:14]([C:15]1[CH:20]=[CH:19][C:18]2[N:21]([CH2:22][CH2:23][N:24]([C:26]([O:28][C:29]([CH3:31])([CH3:30])[CH3:32])=[O:27])[CH3:25])[C:35]([NH:9][C:7]3[S:8][C:4]4[CH:3]=[C:2]([Cl:1])[CH:11]=[CH:10][C:5]=4[N:6]=3)=[N:33][C:17]=2[CH:16]=1)=[O:34]. (2) Reactant: OOS([O-])=O.[K+].[F:7][C:8]([C:11]1[N:15]([CH2:16][CH:17]2[CH2:22][CH2:21][O:20][CH2:19][CH2:18]2)[C:14]2[CH:23]=[CH:24][C:25]([S:27]([N:30]3[CH:34]=[CH:33][C:32]([CH:35]=[O:36])=[CH:31]3)(=[O:29])=[O:28])=[CH:26][C:13]=2[N:12]=1)([F:10])[CH3:9].[CH:37]1([NH2:40])[CH2:39][CH2:38]1.C(N(CC)C(C)C)(C)C.CN(C(ON1N=NC2C=CC=NC1=2)=[N+](C)C)C.F[P-](F)(F)(F)(F)F. Product: [CH:37]1([NH:40][C:35]([C:32]2[CH:33]=[CH:34][N:30]([S:27]([C:25]3[CH:24]=[CH:23][C:14]4[N:15]([CH2:16][CH:17]5[CH2:18][CH2:19][O:20][CH2:21][CH2:22]5)[C:11]([C:8]([F:7])([F:10])[CH3:9])=[N:12][C:13]=4[CH:26]=3)(=[O:28])=[O:29])[CH:31]=2)=[O:36])[CH2:39][CH2:38]1. The catalyst class is: 18. (3) Reactant: [NH2:1][C:2]1[N:10]=[CH:9][N:8]=[C:7]2[C:3]=1[N:4]=[CH:5][N:6]2[CH:11]1[O:15][C:14]([CH2:18][OH:19])([CH:16]=[CH2:17])[CH:13]([O:20]CC2C=CC=CC=2)[CH2:12]1.C(O)=O. Product: [NH2:1][C:2]1[N:10]=[CH:9][N:8]=[C:7]2[C:3]=1[N:4]=[CH:5][N:6]2[CH:11]1[O:15][C:14]([CH2:16][CH3:17])([CH2:18][OH:19])[CH:13]([OH:20])[CH2:12]1. The catalyst class is: 19. (4) Reactant: Br[CH2:2][C:3]12[CH2:12][CH:7]3[CH2:8][CH:9]([CH2:11][CH:5]([CH2:6]3)[CH2:4]1)[CH2:10]2.[CH3:13][C:14]1([CH3:26])[C:18]([CH3:20])([CH3:19])[O:17][B:16]([C:21]2[CH:22]=[N:23][NH:24][CH:25]=2)[O:15]1.[H-].[Na+]. Product: [CH3:13][C:14]1([CH3:26])[C:18]([CH3:19])([CH3:20])[O:17][B:16]([C:21]2[CH:25]=[N:24][N:23]([CH2:2][C:3]34[CH2:12][CH:7]5[CH2:8][CH:9]([CH2:11][CH:5]([CH2:6]5)[CH2:4]3)[CH2:10]4)[CH:22]=2)[O:15]1. The catalyst class is: 9. (5) Reactant: Cl[CH2:2][CH2:3][CH2:4][N:5]1[C:10]2[CH:11]=[CH:12][CH:13]=[CH:14][C:9]=2[O:8][CH2:7][C:6]1=[O:15].C([O-])([O-])=O.[K+].[K+].[Na+].[I-].[CH:24](=[C:28]1[CH2:33][CH2:32][NH:31][CH2:30][CH2:29]1)[CH2:25][CH2:26][CH3:27]. Product: [CH:24](=[C:28]1[CH2:33][CH2:32][N:31]([CH2:2][CH2:3][CH2:4][N:5]2[C:10]3[CH:11]=[CH:12][CH:13]=[CH:14][C:9]=3[O:8][CH2:7][C:6]2=[O:15])[CH2:30][CH2:29]1)[CH2:25][CH2:26][CH3:27]. The catalyst class is: 61. (6) Reactant: [CH3:1][N:2]1[CH2:6][CH2:5][CH2:4][C@H:3]1[CH2:7][O:8][C:9]1[CH:10]=[C:11]([C:15]2[O:19][N:18]=[C:17]([CH2:20][CH2:21][CH2:22][OH:23])[CH:16]=2)[CH:12]=[N:13][CH:14]=1.[C:24]1(O)[CH:29]=[CH:28][CH:27]=[CH:26][CH:25]=1.C1C=CC(P(C2C=CC=CC=2)C2C=CC=CC=2)=CC=1.N(C(OCC)=O)=NC(OCC)=O. Product: [CH3:1][N:2]1[CH2:6][CH2:5][CH2:4][C@H:3]1[CH2:7][O:8][C:9]1[CH:14]=[N:13][CH:12]=[C:11]([C:15]2[O:19][N:18]=[C:17]([CH2:20][CH2:21][CH2:22][O:23][C:24]3[CH:29]=[CH:28][CH:27]=[CH:26][CH:25]=3)[CH:16]=2)[CH:10]=1. The catalyst class is: 1. (7) Reactant: [Br:1][CH:2]1[CH2:23][CH2:22][C:5]2=[CH:6][C:7]3[C:8]4[CH:17]=[CH:16][C:15]([C:18](=[O:21])[CH2:19]Br)=[CH:14][C:9]=4[CH2:10][O:11][C:12]=3[CH:13]=[C:4]2[C:3]1=[O:24].[CH3:25][O:26][C:27]([NH:29][C@@H:30]([C@@H:42]([CH3:45])[CH2:43][CH3:44])[C:31]([N:33]1[C@@H:37]([CH3:38])[CH2:36][CH2:35][C@H:34]1[C:39]([OH:41])=[O:40])=[O:32])=[O:28].C([O-])([O-])=O.[K+].[K+]. Product: [CH3:25][O:26][C:27]([NH:29][C@@H:30]([C@@H:42]([CH3:45])[CH2:43][CH3:44])[C:31]([N:33]1[C@@H:37]([CH3:38])[CH2:36][CH2:35][C@H:34]1[C:39]([O:41][CH2:19][C:18]([C:15]1[CH:16]=[CH:17][C:8]2[C:7]3[CH:6]=[C:5]4[CH2:22][CH2:23][CH:2]([Br:1])[C:3](=[O:24])[C:4]4=[CH:13][C:12]=3[O:11][CH2:10][C:9]=2[CH:14]=1)=[O:21])=[O:40])=[O:32])=[O:28]. The catalyst class is: 4. (8) Reactant: [CH2:1]([C@H:8]1[N:13]([C:14]([C:16]2[N:17]=[CH:18][N:19]([C@H:27]3[CH2:32][CH2:31][CH2:30][CH2:29][C@@H:28]3[OH:33])[C:20]=2[C:21]2[CH:26]=[CH:25][CH:24]=[CH:23][CH:22]=2)=[O:15])[CH2:12][CH2:11][N:10]([C:34]([O:36][C:37]([CH3:40])([CH3:39])[CH3:38])=[O:35])[CH2:9]1)[C:2]1[CH:7]=[CH:6][CH:5]=[CH:4][CH:3]=1.[C:41](O)(=[O:43])[CH3:42].CCN=C=NCCCN(C)C.Cl.C(=O)([O-])O.[Na+]. Product: [C:41]([O:33][C@H:28]1[CH2:29][CH2:30][CH2:31][CH2:32][C@@H:27]1[N:19]1[C:20]([C:21]2[CH:26]=[CH:25][CH:24]=[CH:23][CH:22]=2)=[C:16]([C:14]([N:13]2[CH2:12][CH2:11][N:10]([C:34]([O:36][C:37]([CH3:40])([CH3:39])[CH3:38])=[O:35])[CH2:9][C@H:8]2[CH2:1][C:2]2[CH:3]=[CH:4][CH:5]=[CH:6][CH:7]=2)=[O:15])[N:17]=[CH:18]1)(=[O:43])[CH3:42]. The catalyst class is: 230.